From a dataset of Experimentally validated miRNA-target interactions with 360,000+ pairs, plus equal number of negative samples. Binary Classification. Given a miRNA mature sequence and a target amino acid sequence, predict their likelihood of interaction. The miRNA is hsa-miR-572 with sequence GUCCGCUCGGCGGUGGCCCA. The protein sequence of the target gene is MEICWGPYSHLISLLLILLFHSEAACRPSGKRPCKMQAFRIWDTNQKTFYLRNNQLIAGYLQGPNIKLEEKIDMVPIDLHSVFLGIHGGKLCLSCAKSGDDIKLQLEEVNITDLSKNKEEDKRFTFIRSEKGPTTSFESAACPGWFLCTTLEADRPVSLTNTPEEPLIVTKFYFQEDQ. Result: 0 (no interaction).